This data is from Forward reaction prediction with 1.9M reactions from USPTO patents (1976-2016). The task is: Predict the product of the given reaction. (1) The product is: [NH2:1][C:2]1[CH:3]=[C:4]([CH:7]=[CH:8][CH:9]=1)[CH2:5][NH:6][C:12](=[O:13])[C:11]([F:18])([F:17])[F:10]. Given the reactants [NH2:1][C:2]1[CH:3]=[C:4]([CH:7]=[CH:8][CH:9]=1)[CH2:5][NH2:6].[F:10][C:11]([F:18])([F:17])[C:12](OCC)=[O:13], predict the reaction product. (2) Given the reactants [C:1]([O:5][C:6]([N:8]1[CH2:13][CH2:12][CH2:11][CH2:10][C@@H:9]1[C:14]([OH:16])=[O:15])=[O:7])([CH3:4])([CH3:3])[CH3:2].[C:17]([O-])([O-])=O.[K+].[K+], predict the reaction product. The product is: [CH3:17][O:15][C:14]([C@H:9]1[CH2:10][CH2:11][CH2:12][CH2:13][N:8]1[C:6]([O:5][C:1]([CH3:4])([CH3:2])[CH3:3])=[O:7])=[O:16]. (3) Given the reactants [Cl:1][C:2]1[C:9]([Cl:10])=[CH:8][CH:7]=[CH:6][C:3]=1[CH:4]=[O:5].[I-].[CH3:12][S+](C)C.[OH-].[K+].O, predict the reaction product. The product is: [Cl:1][C:2]1[C:9]([Cl:10])=[CH:8][CH:7]=[CH:6][C:3]=1[CH:4]1[CH2:12][O:5]1. (4) Given the reactants [C:1]1([N:7]2[C:12](=[O:13])[C:11]3[S:14][CH:15]=[C:16]([C:17]4[CH:22]=[CH:21][CH:20]=[CH:19][CH:18]=4)[C:10]=3[N:9]=[CH:8]2)[CH:6]=[CH:5][CH:4]=[CH:3][CH:2]=1.NC1C(C2C=CC=CC=2[I:35])=CSC=1C(OC)=O.C([O:47][CH2:48]C)(OCC)OCC.COC1C=CC(N)=CC=1, predict the reaction product. The product is: [I:35][C:22]1[CH:21]=[CH:20][CH:19]=[CH:18][C:17]=1[C:16]1[C:10]2[N:9]=[CH:8][N:7]([C:1]3[CH:6]=[CH:5][C:4]([O:47][CH3:48])=[CH:3][CH:2]=3)[C:12](=[O:13])[C:11]=2[S:14][CH:15]=1. (5) Given the reactants [Cl:1][C:2]1[C:3]([Cl:11])=[C:4]([CH:8]=[CH:9][N:10]=1)[C:5]([OH:7])=[O:6].[H-].[Na+].I[CH2:15][CH3:16], predict the reaction product. The product is: [CH2:15]([O:6][C:5](=[O:7])[C:4]1[CH:8]=[CH:9][N:10]=[C:2]([Cl:1])[C:3]=1[Cl:11])[CH3:16]. (6) Given the reactants [CH2:1]([O:8][C:9]1[C:14]2[CH2:15][CH2:16][O:17][C:13]=2[CH:12]=[C:11]([CH:18]=[C:19]([C:25]#[N:26])[C:20](OCC)=[O:21])[CH:10]=1)[C:2]1[CH:7]=[CH:6][CH:5]=[CH:4][CH:3]=1.C(O)(=O)C.[CH:31]([NH2:33])=[NH:32].C([O-])([O-])=O.[K+].[K+].CCO, predict the reaction product. The product is: [CH2:1]([O:8][C:9]1[C:14]2[CH2:15][CH2:16][O:17][C:13]=2[CH:12]=[C:11]([C:18]2[C:19]([C:25]#[N:26])=[C:20]([OH:21])[N:33]=[CH:31][N:32]=2)[CH:10]=1)[C:2]1[CH:3]=[CH:4][CH:5]=[CH:6][CH:7]=1.